From a dataset of Full USPTO retrosynthesis dataset with 1.9M reactions from patents (1976-2016). Predict the reactants needed to synthesize the given product. (1) Given the product [CH:22]1([C:21]2[C:16]([N:13]3[CH2:14][CH2:15][N:10]([C:8]([C:5]4[CH:4]=[CH:3][C:2]([N:30]5[CH2:31][CH2:32][O:28][C:29]5=[O:33])=[N:7][CH:6]=4)=[O:9])[CH2:11][CH2:12]3)=[N:17][CH:18]=[C:19]([CH:25]3[CH2:27][CH2:26]3)[CH:20]=2)[CH2:24][CH2:23]1, predict the reactants needed to synthesize it. The reactants are: Br[C:2]1[N:7]=[CH:6][C:5]([C:8]([N:10]2[CH2:15][CH2:14][N:13]([C:16]3[C:21]([CH:22]4[CH2:24][CH2:23]4)=[CH:20][C:19]([CH:25]4[CH2:27][CH2:26]4)=[CH:18][N:17]=3)[CH2:12][CH2:11]2)=[O:9])=[CH:4][CH:3]=1.[O:28]1[CH2:32][CH2:31][NH:30][C:29]1=[O:33]. (2) Given the product [CH2:19]([NH:21][C:22]([C:24]1[CH:28]=[CH:27][S:26][C:25]=1[Si:38]([CH3:40])([CH3:39])[CH3:37])=[O:23])[CH3:20], predict the reactants needed to synthesize it. The reactants are: [Li]C(CC)C.C1CCCCC1.C(=O)=O.CC(C)=O.[CH2:19]([NH:21][C:22]([C:24]1[CH:28]=[CH:27][S:26][CH:25]=1)=[O:23])[CH3:20].CN(CCN(C)C)C.[CH3:37][Si:38](Cl)([CH3:40])[CH3:39]. (3) Given the product [N+:11]([O-:14])([OH:13])=[O:12].[C:2]1([NH:1][C:9]([NH2:10])=[NH:8])[CH:7]=[CH:6][CH:5]=[CH:4][CH:3]=1, predict the reactants needed to synthesize it. The reactants are: [NH2:1][C:2]1[CH:7]=[CH:6][CH:5]=[CH:4][CH:3]=1.[N:8]#[C:9][NH2:10].[N+:11]([O-:14])([OH:13])=[O:12].C(OCC)C.